This data is from Full USPTO retrosynthesis dataset with 1.9M reactions from patents (1976-2016). The task is: Predict the reactants needed to synthesize the given product. (1) Given the product [F:18][CH:16]([F:17])[O:15][CH2:14][CH:13]1[NH:8][CH2:9][C:10]([CH2:20][CH2:21][OH:22])([CH3:19])[O:11][CH2:12]1, predict the reactants needed to synthesize it. The reactants are: C([N:8]1[CH:13]([CH2:14][O:15][CH:16]([F:18])[F:17])[CH2:12][O:11][C:10]([CH2:20][CH2:21][OH:22])([CH3:19])[CH2:9]1)C1C=CC=CC=1. (2) Given the product [CH3:10][O:11][C:12]([C:14]1[CH:19]=[CH:18][C:17]([C:20]2[CH:25]=[C:24]([O:26][CH3:27])[CH:23]=[CH:22][C:21]=2[F:28])=[C:16]([CH:29]([OH:30])[C:7]([CH3:9])([CH3:8])[CH:6]=[CH2:5])[CH:15]=1)=[O:13], predict the reactants needed to synthesize it. The reactants are: [I-].[Na+].[In].Br[CH2:5][CH:6]=[C:7]([CH3:9])[CH3:8].[CH3:10][O:11][C:12]([C:14]1[CH:19]=[CH:18][C:17]([C:20]2[CH:25]=[C:24]([O:26][CH3:27])[CH:23]=[CH:22][C:21]=2[F:28])=[C:16]([CH:29]=[O:30])[CH:15]=1)=[O:13]. (3) Given the product [CH3:1][O:2][C:3](=[O:22])[CH2:4][CH:5]([C:9]1[CH:10]=[CH:11][C:12]([O:15][CH:16]2[CH2:21][CH2:20][CH2:19][CH2:18][O:17]2)=[CH:13][CH:14]=1)/[CH:6]=[CH:7]\[CH3:8], predict the reactants needed to synthesize it. The reactants are: [CH3:1][O:2][C:3](=[O:22])[CH2:4][CH:5]([C:9]1[CH:14]=[CH:13][C:12]([O:15][CH:16]2[CH2:21][CH2:20][CH2:19][CH2:18][O:17]2)=[CH:11][CH:10]=1)[C:6]#[C:7][CH3:8].N1C2C(=CC=CC=2)C=CC=1.[H][H].